Predict the product of the given reaction. From a dataset of Forward reaction prediction with 1.9M reactions from USPTO patents (1976-2016). (1) Given the reactants [C:1]([O:8][CH2:9][CH3:10])(=[O:7])/[CH:2]=[CH:3]/[C:4]([O-:6])=O.[Cl:11][C:12]1[CH:20]=[C:19]2[C:15]([C:16]([NH2:21])=[N:17][NH:18]2)=[CH:14][CH:13]=1.Cl.CN(C)CCCN=C=NCC, predict the reaction product. The product is: [Cl:11][C:12]1[CH:20]=[C:19]2[C:15]([C:16]([NH:21][C:4](=[O:6])/[CH:3]=[CH:2]/[C:1]([O:8][CH2:9][CH3:10])=[O:7])=[N:17][NH:18]2)=[CH:14][CH:13]=1. (2) Given the reactants Br[C:2]1[CH:3]=[C:4]([NH:10][C:11]2[N:12]=[N:13][N:14]([CH3:16])[CH:15]=2)[C:5](=[O:9])[N:6]([CH3:8])[CH:7]=1.[C:17]([O:20][CH2:21][C:22]1[C:23]([N:37]2[N:46]=[CH:45][C:44]3[C:39](=[C:40]([F:51])[CH:41]=[C:42]([C:47]([CH3:50])([CH3:49])[CH3:48])[CH:43]=3)[C:38]2=[O:52])=[N:24][CH:25]=[CH:26][C:27]=1B1OC(C)(C)C(C)(C)O1)(=[O:19])[CH3:18], predict the reaction product. The product is: [C:17]([O:20][CH2:21][C:22]1[C:23]([N:37]2[N:46]=[CH:45][C:44]3[C:39](=[C:40]([F:51])[CH:41]=[C:42]([C:47]([CH3:49])([CH3:48])[CH3:50])[CH:43]=3)[C:38]2=[O:52])=[N:24][CH:25]=[CH:26][C:27]=1[C:2]1[CH:3]=[C:4]([NH:10][C:11]2[N:12]=[N:13][N:14]([CH3:16])[CH:15]=2)[C:5](=[O:9])[N:6]([CH3:8])[CH:7]=1)(=[O:19])[CH3:18]. (3) Given the reactants [CH3:1][C:2]1[N:9]2[C:5]([O:6][C:7]([C:10]3[CH:15]=[CH:14][C:13]([NH:16][C:17]([NH2:19])=[S:18])=[CH:12][CH:11]=3)=[N:8]2)=[CH:4][N:3]=1.[I:20][CH3:21], predict the reaction product. The product is: [IH:20].[CH3:1][C:2]1[N:9]2[C:5]([O:6][C:7]([C:10]3[CH:11]=[CH:12][C:13]([NH:16][C:17]([S:18][CH3:21])=[NH:19])=[CH:14][CH:15]=3)=[N:8]2)=[CH:4][N:3]=1.